This data is from Catalyst prediction with 721,799 reactions and 888 catalyst types from USPTO. The task is: Predict which catalyst facilitates the given reaction. Product: [ClH:1].[NH2:7][CH2:6][C:5]1[CH:18]=[CH:19][C:2]([Cl:1])=[C:3]([CH:20]2[CH2:25][CH2:24][N:23]([C:26]([C:28]3[N:29]([CH2:42][CH2:43][O:44][CH3:45])[C:30]4[C:35]([CH:36]=3)=[CH:34][CH:33]=[CH:32][C:31]=4[O:37][C:38]([F:41])([F:39])[F:40])=[O:27])[CH2:22][CH2:21]2)[CH:4]=1. Reactant: [Cl:1][C:2]1[CH:19]=[CH:18][C:5]([CH2:6][N:7]2C(=O)C3C(=CC=CC=3)C2=O)=[CH:4][C:3]=1[CH:20]1[CH2:25][CH2:24][N:23]([C:26]([C:28]2[N:29]([CH2:42][CH2:43][O:44][CH3:45])[C:30]3[C:35]([CH:36]=2)=[CH:34][CH:33]=[CH:32][C:31]=3[O:37][C:38]([F:41])([F:40])[F:39])=[O:27])[CH2:22][CH2:21]1.NN. The catalyst class is: 1.